This data is from M1 muscarinic receptor antagonist screen with 61,756 compounds. The task is: Binary Classification. Given a drug SMILES string, predict its activity (active/inactive) in a high-throughput screening assay against a specified biological target. (1) The compound is s1c2c(n3c1nnc3SCC(=O)CC(OCC)=O)cccc2. The result is 0 (inactive). (2) The molecule is O(c1ccc(N2CCN(CC2)c2c(cc(NC(=O)Cc3ccc(OC)cc3)cc2)C#N)cc1)C. The result is 0 (inactive). (3) The molecule is O=C1N(C(C)C(=O)Nc2nc(cc(n2)C)C)C(=O)c2c1cccc2. The result is 0 (inactive). (4) The compound is S1Cc2n(c(nn2)/C(=c2\scc(n2CC)c2ccc(F)cc2)C#N)c2c1cccc2. The result is 0 (inactive). (5) The compound is O=c1c(CN2CCCCC2)c([nH]c2c1cc(OC)cc2)C. The result is 0 (inactive). (6) The molecule is o1nc(cc1/C=C\c1ccccc1)C(OC)=O. The result is 0 (inactive). (7) The compound is S(CCOCCOc1ccccc1)c1ncccn1. The result is 0 (inactive). (8) The compound is O(c1c(/[nH][nH]c1)=C1\C(O)=CC(=O)C=C1)c1cc(OC)ccc1. The result is 0 (inactive). (9) The drug is S(Cc1[nH]c(N2CCOCC2)nc(=O)c1)c1ccc(cc1)C. The result is 0 (inactive). (10) The drug is S(=O)(=O)(N(CCNS(=O)(=O)c1ccc(cc1)C)CCNS(=O)(=O)c1ccc(cc1)C)C. The result is 0 (inactive).